From a dataset of Forward reaction prediction with 1.9M reactions from USPTO patents (1976-2016). Predict the product of the given reaction. (1) The product is: [Cl:40][C:41]1[CH:46]=[CH:45][C:44]([C@@H:47]2[C:54]3[C:53]([CH3:55])=[N:52][N:51]([CH2:56][CH3:57])[C:50]=3[C:49](=[O:58])[N:48]2[C:59]2[CH:60]=[C:61]([CH3:69])[C:62]3[N:63]([C:65]([CH3:68])=[N:66][N:67]=3)[CH:64]=2)=[C:43]([F:70])[CH:42]=1. Given the reactants ClC1C=CC(C2C3C(C)=NN(C4CN(C(OC(C)(C)C)=O)C4)C=3C(=O)N2C2C=C(C)C3N(C(C)=NN=3)C=2)=CC=1.[Cl:40][C:41]1[CH:46]=[CH:45][C:44]([CH:47]2[C:54]3[C:53]([CH3:55])=[N:52][N:51]([CH2:56][CH3:57])[C:50]=3[C:49](=[O:58])[N:48]2[C:59]2[CH:60]=[C:61]([CH3:69])[C:62]3[N:63]([C:65]([CH3:68])=[N:66][N:67]=3)[CH:64]=2)=[C:43]([F:70])[CH:42]=1, predict the reaction product. (2) Given the reactants Br[C:2]1[N:7]=[C:6]([NH:8][C:9]([C:11]2[N:12]([CH3:21])[N:13]=[C:14]([C:17]([CH3:20])([CH3:19])[CH3:18])[C:15]=2[Cl:16])=[O:10])[C:5]([N+:22]([O-:24])=[O:23])=[CH:4][CH:3]=1.[Cl:25][C:26]1[CH:31]=[CH:30][CH:29]=[CH:28][C:27]=1B(O)O.C(=O)([O-])[O-].[Cs+].[Cs+].C(Cl)Cl, predict the reaction product. The product is: [Cl:25][C:26]1[CH:31]=[CH:30][CH:29]=[CH:28][C:27]=1[C:2]1[N:7]=[C:6]([NH:8][C:9]([C:11]2[N:12]([CH3:21])[N:13]=[C:14]([C:17]([CH3:20])([CH3:19])[CH3:18])[C:15]=2[Cl:16])=[O:10])[C:5]([N+:22]([O-:24])=[O:23])=[CH:4][CH:3]=1.